This data is from Forward reaction prediction with 1.9M reactions from USPTO patents (1976-2016). The task is: Predict the product of the given reaction. (1) Given the reactants [CH3:1][O:2][C:3]1[CH:8]=[CH:7][N:6]=[CH:5][C:4]=1[NH2:9].C(OC1C=C[C:17]([S:20](C)(=O)=O)=CC=1N=C=S)(C)C, predict the reaction product. The product is: [N:9]([C:4]1[CH:5]=[N:6][CH:7]=[CH:8][C:3]=1[O:2][CH3:1])=[C:17]=[S:20]. (2) Given the reactants [Cl:1][C:2]1[C:3]([C:34]2[S:38][C:37]([C:39]3([O:43]CC4C=CC(OC)=CC=4)[CH2:42][O:41][CH2:40]3)=[N:36][CH:35]=2)=[C:4]2[CH:10]=[C:9]([C:11]3[CH:23]=[CH:22][C:14]([CH2:15][N:16]4[CH2:21][CH2:20][O:19][CH2:18][CH2:17]4)=[CH:13][CH:12]=3)[N:8]([S:24]([C:27]3[CH:33]=[CH:32][C:30]([CH3:31])=[CH:29][CH:28]=3)(=[O:26])=[O:25])[C:5]2=[N:6][CH:7]=1.FC(F)(F)C(O)=O, predict the reaction product. The product is: [Cl:1][C:2]1[C:3]([C:34]2[S:38][C:37]([C:39]3([OH:43])[CH2:40][O:41][CH2:42]3)=[N:36][CH:35]=2)=[C:4]2[CH:10]=[C:9]([C:11]3[CH:12]=[CH:13][C:14]([CH2:15][N:16]4[CH2:17][CH2:18][O:19][CH2:20][CH2:21]4)=[CH:22][CH:23]=3)[N:8]([S:24]([C:27]3[CH:28]=[CH:29][C:30]([CH3:31])=[CH:32][CH:33]=3)(=[O:26])=[O:25])[C:5]2=[N:6][CH:7]=1. (3) Given the reactants CC1(C)C(C)(C)OB([C:9]2[CH:17]=[C:16]([C:18]([F:21])([F:20])[F:19])[CH:15]=[C:14]3[C:10]=2[CH:11]=[N:12][NH:13]3)O1.Br[C:24]1[C:25]([O:32][CH3:33])=[N:26][C:27]([O:30][CH3:31])=[N:28][CH:29]=1.[C:34](=[O:37])([O-])[O-:35].[Na+].[Na+], predict the reaction product. The product is: [C:34]([OH:35])([C:18]([F:21])([F:20])[F:19])=[O:37].[CH3:31][O:30][C:27]1[N:26]=[C:25]([O:32][CH3:33])[C:24]([C:9]2[CH:17]=[C:16]([C:18]([F:19])([F:20])[F:21])[CH:15]=[C:14]3[C:10]=2[CH:11]=[N:12][NH:13]3)=[CH:29][N:28]=1. (4) Given the reactants C(NC(C)C)(C)C.C([Li])CCC.[CH2:13]([CH:15]([CH2:20][CH2:21][CH2:22][CH3:23])[C:16]([O:18][CH3:19])=[O:17])[CH3:14].[CH2:24]=[O:25], predict the reaction product. The product is: [CH2:13]([C:15]([CH2:24][OH:25])([CH2:20][CH2:21][CH2:22][CH3:23])[C:16]([O:18][CH3:19])=[O:17])[CH3:14]. (5) Given the reactants [Cl:1][C:2]1[C:7]([N:8]2[CH2:13][C@H:12]([CH3:14])[O:11][C@H:10]([CH3:15])[CH2:9]2)=[C:6]([CH:16]=O)[N:5]=[C:4]2[C:18]([C:21]3[S:25][C:24]([CH3:26])=[N:23][CH:22]=3)=[N:19][O:20][C:3]=12.[NH:27]1[C:34](=[O:35])[CH2:33][C:31](=[O:32])[NH:30][C:28]1=[O:29], predict the reaction product. The product is: [Cl:1][C:2]1[C:3]2[O:20][N:19]=[C:18]([C:21]3[S:25][C:24]([CH3:26])=[N:23][CH:22]=3)[C:4]=2[N:5]=[C:6]2[C:7]=1[N:8]1[CH2:9][C@@H:10]([CH3:15])[O:11][C@@H:12]([CH3:14])[C@@H:13]1[C:33]1([C:31](=[O:32])[NH:30][C:28](=[O:29])[NH:27][C:34]1=[O:35])[CH2:16]2. (6) Given the reactants C([Si](C)(C)[O:6][C@H:7]1[CH2:11][CH2:10][N:9]([S:12]([C:15]2[CH:20]=[CH:19][CH:18]=[CH:17][C:16]=2[NH:21][C:22]2[C:27]([Cl:28])=[CH:26][N:25]=[C:24](Cl)[N:23]=2)(=[O:14])=[O:13])[CH2:8]1)(C)(C)C.[NH2:32][C:33]1[CH:34]=[CH:35][C:36]2[CH2:42][CH:41]([NH:43][CH2:44][CH2:45][OH:46])[CH2:40][CH2:39][CH2:38][C:37]=2[C:47]=1[O:48][CH3:49], predict the reaction product. The product is: [Cl:28][C:27]1[C:22]([NH:21][C:16]2[CH:17]=[CH:18][CH:19]=[CH:20][C:15]=2[S:12]([N:9]2[CH2:10][CH2:11][C@H:7]([OH:6])[CH2:8]2)(=[O:13])=[O:14])=[N:23][C:24]([NH:32][C:33]2[CH:34]=[CH:35][C:36]3[CH2:42][CH:41]([NH:43][CH2:44][CH2:45][OH:46])[CH2:40][CH2:39][CH2:38][C:37]=3[C:47]=2[O:48][CH3:49])=[N:25][CH:26]=1.